From a dataset of Full USPTO retrosynthesis dataset with 1.9M reactions from patents (1976-2016). Predict the reactants needed to synthesize the given product. (1) Given the product [CH:30]1([CH2:35][CH2:36][NH:37][C:19](=[O:21])[C:18]2[CH:22]=[CH:23][C:15]([N:13]3[CH2:14][C:9]4[CH2:8][N:7]([C:5](=[O:6])[C:4]5[CH:24]=[CH:25][CH:26]=[CH:27][C:3]=5[C:2]([F:29])([F:1])[F:28])[CH2:11][C:10]=4[CH2:12]3)=[N:16][CH:17]=2)[CH2:34][CH2:33][CH2:32][CH2:31]1, predict the reactants needed to synthesize it. The reactants are: [F:1][C:2]([F:29])([F:28])[C:3]1[CH:27]=[CH:26][CH:25]=[CH:24][C:4]=1[C:5]([N:7]1[CH2:11][C:10]2[CH2:12][N:13]([C:15]3[CH:23]=[CH:22][C:18]([C:19]([OH:21])=O)=[CH:17][N:16]=3)[CH2:14][C:9]=2[CH2:8]1)=[O:6].[CH:30]1([CH2:35][CH2:36][NH2:37])[CH2:34][CH2:33][CH2:32][CH2:31]1. (2) Given the product [F:15][B-:16]([F:19])([F:18])[F:17].[Br:5][C:6]1[CH:7]=[CH:8][C:9]([CH3:13])=[C:10]([N+:11]#[N:1])[CH:12]=1, predict the reactants needed to synthesize it. The reactants are: [N:1]([O-])=O.[Na+].[Br:5][C:6]1[CH:7]=[CH:8][C:9]([CH3:13])=[C:10]([CH:12]=1)[NH2:11].Cl.[F:15][B-:16]([F:19])([F:18])[F:17].[Na+].